Dataset: Full USPTO retrosynthesis dataset with 1.9M reactions from patents (1976-2016). Task: Predict the reactants needed to synthesize the given product. Given the product [CH2:58]([O:15][C:13]([C:12]1[C:11](=[O:16])[C:10]2[C:5](=[C:6]([C:57]#[C:56][CH2:55][C@@H:41]3[CH2:42][C@@H:43]([O:45][CH2:46][C:47]4[CH:52]=[CH:51][C:50]([O:53][CH3:54])=[CH:49][CH:48]=4)[CH2:44][N:40]3[C:38]([O:37][CH2:30][C:31]3[CH:32]=[CH:33][CH:34]=[CH:35][CH:36]=3)=[O:39])[C:7]([F:18])=[C:8]([F:17])[CH:9]=2)[N:4]([CH:27]2[CH2:29][CH2:28]2)[CH:3]=1)=[O:14])[CH3:59], predict the reactants needed to synthesize it. The reactants are: C([C:3]1[N:4]([CH:27]2[CH2:29][CH2:28]2)[C:5]2[C:10]([C:11](=[O:16])[C:12]=1[C:13]([O-:15])=[O:14])=[CH:9][C:8]([F:17])=[C:7]([F:18])[C:6]=2OS(C(F)(F)F)(=O)=O)C.[CH2:30]([O:37][C:38]([N:40]1[CH2:44][C@H:43]([O:45][CH2:46][C:47]2[CH:52]=[CH:51][C:50]([O:53][CH3:54])=[CH:49][CH:48]=2)[CH2:42][C@H:41]1[CH2:55][C:56]#[CH:57])=[O:39])[C:31]1[CH:36]=[CH:35][CH:34]=[CH:33][CH:32]=1.[C:58]1(P(C2C=CC=CC=2)C2C=CC=CC=2)C=CC=C[CH:59]=1.C(N(CC)CC)C.